From a dataset of Forward reaction prediction with 1.9M reactions from USPTO patents (1976-2016). Predict the product of the given reaction. (1) Given the reactants [Br:1][CH2:2][C@@H:3]([C:5]1[CH:6]=[N:7][CH:8]=[CH:9][CH:10]=1)O.N1C=CN=C1.[Si:16](Cl)([C:19]([CH3:22])([CH3:21])[CH3:20])([CH3:18])[CH3:17].O, predict the reaction product. The product is: [Br:1][CH2:2][C@@H:3]([C:5]1[CH:6]=[N:7][CH:8]=[CH:9][CH:10]=1)[Si:16]([C:19]([CH3:22])([CH3:21])[CH3:20])([CH3:18])[CH3:17]. (2) Given the reactants Cl.C[O:3][C:4](=[O:38])[C:5]1[CH:10]=[CH:9][C:8]([O:11][C:12]2[CH:17]=[CH:16][C:15]([CH2:18][C@H:19]([NH2:37])[C:20]3[N:21]([CH2:33][CH2:34][CH2:35][CH3:36])[CH:22]=[C:23]([C:25]4[CH:30]=[CH:29][C:28]([Cl:31])=[CH:27][C:26]=4[Cl:32])[N:24]=3)=[CH:14][CH:13]=2)=[CH:7][CH:6]=1.[C:39]([C:41]1[CH:42]=[C:43]([CH:47]=[CH:48][CH:49]=1)[C:44](Cl)=[O:45])#[N:40], predict the reaction product. The product is: [CH2:33]([N:21]1[CH:22]=[C:23]([C:25]2[CH:30]=[CH:29][C:28]([Cl:31])=[CH:27][C:26]=2[Cl:32])[N:24]=[C:20]1[C@@H:19]([NH:37][C:44](=[O:45])[C:43]1[CH:47]=[CH:48][CH:49]=[C:41]([C:39]#[N:40])[CH:42]=1)[CH2:18][C:15]1[CH:16]=[CH:17][C:12]([O:11][C:8]2[CH:9]=[CH:10][C:5]([C:4]([OH:38])=[O:3])=[CH:6][CH:7]=2)=[CH:13][CH:14]=1)[CH2:34][CH2:35][CH3:36]. (3) Given the reactants B(F)(F)[O:2][C:3]([C:5]1[C:14](=[O:15])[C:13]2[C:8](=[C:9]([O:18][CH3:19])[C:10](F)=[C:11]([F:16])[CH:12]=2)[N:7]([CH2:20][C:21]([F:24])([F:23])[F:22])[CH:6]=1)=[O:4].[NH:27]1[CH2:32][CH2:31][CH:30]([C:33]([O:35][CH2:36][CH3:37])=[O:34])[CH2:29][CH2:28]1, predict the reaction product. The product is: [CH2:36]([O:35][C:33]([CH:30]1[CH2:31][CH2:32][N:27]([C:10]2[C:9]([O:18][CH3:19])=[C:8]3[C:13]([C:14](=[O:15])[C:5]([C:3]([OH:2])=[O:4])=[CH:6][N:7]3[CH2:20][C:21]([F:23])([F:22])[F:24])=[CH:12][C:11]=2[F:16])[CH2:28][CH2:29]1)=[O:34])[CH3:37]. (4) Given the reactants Cl.[Cl:2][C:3]1[CH:4]=[C:5]([NH:9][C:10](=[O:13])[NH:11][NH2:12])[CH:6]=[CH:7][CH:8]=1.[O:14]=[C:15]1[C:23](=O)[C:22]2[C:17](=[CH:18][CH:19]=[C:20]([S:25][CH2:26][CH2:27][CH2:28][C:29]3[CH:37]=[CH:36][C:32]([C:33]([OH:35])=[O:34])=[CH:31][CH:30]=3)[CH:21]=2)[N:16]1[CH2:38][CH2:39][CH2:40][CH2:41][CH3:42], predict the reaction product. The product is: [Cl:2][C:3]1[CH:4]=[C:5]([CH:6]=[CH:7][CH:8]=1)[NH:9][C:10]([NH:11][N:12]=[C:23]1[C:22]2[C:17](=[CH:18][CH:19]=[C:20]([S:25][CH2:26][CH2:27][CH2:28][C:29]3[CH:30]=[CH:31][C:32]([C:33]([OH:35])=[O:34])=[CH:36][CH:37]=3)[CH:21]=2)[N:16]([CH2:38][CH2:39][CH2:40][CH2:41][CH3:42])[C:15]1=[O:14])=[O:13].